Dataset: Reaction yield outcomes from USPTO patents with 853,638 reactions. Task: Predict the reaction yield, written as a fraction of the theoretical maximum amount of product (1.0 means a 100% yield; for example, 0.34 means a 34% yield). (1) The reactants are [CH3:1][N:2]1[CH2:15][CH2:14][C:5]2[NH:6][C:7]3[CH:8]=[CH:9][C:10]([CH3:13])=[CH:11][C:12]=3[C:4]=2[CH2:3]1.[OH-].[K+].Br[CH2:19][CH2:20][C:21]1[CH:26]=[CH:25][C:24]([O:27][CH2:28][CH3:29])=[CH:23][CH:22]=1. The catalyst is CN1CCCC1=O.O. The product is [CH2:28]([O:27][C:24]1[CH:25]=[CH:26][C:21]([CH2:20][CH2:19][N:6]2[C:7]3[CH:8]=[CH:9][C:10]([CH3:13])=[CH:11][C:12]=3[C:4]3[CH2:3][N:2]([CH3:1])[CH2:15][CH2:14][C:5]2=3)=[CH:22][CH:23]=1)[CH3:29]. The yield is 0.100. (2) The reactants are [CH2:1]([N:8]1[C:12]([NH2:13])=[CH:11][N:10]=[N:9]1)[C:2]1[CH:7]=[CH:6][CH:5]=[CH:4][CH:3]=1.[Si:14]([O:21][CH:22]1[CH2:27][CH2:26][C:25](=O)[CH2:24][CH2:23]1)([C:17]([CH3:20])([CH3:19])[CH3:18])([CH3:16])[CH3:15].C(O[BH-](OC(=O)C)OC(=O)C)(=O)C.[Na+]. The catalyst is C(O)(=O)C. The product is [CH2:1]([N:8]1[C:12]([NH:13][CH:25]2[CH2:26][CH2:27][CH:22]([O:21][Si:14]([C:17]([CH3:20])([CH3:19])[CH3:18])([CH3:15])[CH3:16])[CH2:23][CH2:24]2)=[CH:11][N:10]=[N:9]1)[C:2]1[CH:7]=[CH:6][CH:5]=[CH:4][CH:3]=1. The yield is 0.470. (3) The reactants are [CH3:1][O:2][C:3]1[CH:8]=[CH:7][C:6]([CH:9]([NH:18][CH:19]([C:26]2[N:27]([C:31]([O:33][C:34]([CH3:37])([CH3:36])[CH3:35])=[O:32])[CH:28]=[CH:29][CH:30]=2)[C:20](N(OC)C)=O)[C:10]2[CH:15]=[CH:14][C:13]([O:16][CH3:17])=[CH:12][CH:11]=2)=[CH:5][CH:4]=1.[H-].[H-].[H-].[H-].[Li+].[Al+3].[NH2:44][C@H:45]([C:50]([O:52][CH3:53])=[O:51])[CH2:46][CH:47]([CH3:49])[CH3:48].Cl.[BH-](OC(C)=O)(OC(C)=O)OC(C)=O.[Na+]. The catalyst is C1COCC1.ClCCl. The product is [CH3:1][O:2][C:3]1[CH:4]=[CH:5][C:6]([CH:9]([NH:18][CH:19]([C:26]2[N:27]([C:31]([O:33][C:34]([CH3:35])([CH3:37])[CH3:36])=[O:32])[CH:28]=[CH:29][CH:30]=2)[CH2:20][NH:44][C@@H:45]([CH2:46][CH:47]([CH3:49])[CH3:48])[C:50]([O:52][CH3:53])=[O:51])[C:10]2[CH:11]=[CH:12][C:13]([O:16][CH3:17])=[CH:14][CH:15]=2)=[CH:7][CH:8]=1. The yield is 0.670. (4) The reactants are I[C:2]1[C:3](=[O:17])[NH:4][C:5](=[O:16])[N:6]([CH:15]=1)[C@@H:7]1[O:14][C@H:11]([CH2:12][OH:13])[C@@H:9]([OH:10])[CH2:8]1.C[Sn](C)(C)[C:20]1[CH:25]=[CH:24][CH:23]=[CH:22][N:21]=1. The catalyst is C1C=CC(P(C2C=CC=CC=2)C2C=CC=CC=2)=CC=1.C1C=CC(P(C2C=CC=CC=2)C2C=CC=CC=2)=CC=1.Cl[Pd]Cl.O1CCOCC1. The product is [N:21]1[CH:22]=[CH:23][CH:24]=[CH:25][C:20]=1[C:2]1[C:3](=[O:17])[NH:4][C:5](=[O:16])[N:6]([CH:15]=1)[C@@H:7]1[O:14][C@H:11]([CH2:12][OH:13])[C@@H:9]([OH:10])[CH2:8]1. The yield is 0.830. (5) The reactants are [CH2:1]([O:8][C@@H:9]1[C@@H:21]([O:22][C:23]([O:25][C:26]2[CH:31]=[CH:30][CH:29]=[CH:28][CH:27]=2)=[O:24])[C@:20]([CH3:33])([OH:32])[C@@H:19]([CH2:34][O:35][Si](C(C)(C)C)(C)C)[O:18][C@H:10]1[O:11][CH2:12][CH2:13][Si:14]([CH3:17])([CH3:16])[CH3:15])[C:2]1[CH:7]=[CH:6][CH:5]=[CH:4][CH:3]=1.O.C1(C)C=CC(S(O)(=O)=O)=CC=1. The catalyst is CC#N.O.CCOC(C)=O. The product is [CH2:1]([O:8][C@@H:9]1[C@@H:21]([O:22][C:23]([O:25][C:26]2[CH:31]=[CH:30][CH:29]=[CH:28][CH:27]=2)=[O:24])[C@:20]([CH3:33])([OH:32])[C@@H:19]([CH2:34][OH:35])[O:18][C@H:10]1[O:11][CH2:12][CH2:13][Si:14]([CH3:16])([CH3:17])[CH3:15])[C:2]1[CH:3]=[CH:4][CH:5]=[CH:6][CH:7]=1. The yield is 0.960. (6) The reactants are C12([C:11]3[C:12]([C:29](O)=O)=[CH:13][C:14]4[C:19]([C:20]=3[C:21]3[CH:26]=[CH:25][CH:24]=[CH:23][C:22]=3[O:27][CH3:28])=C[CH:17]=[CH:16][CH:15]=4)CC3CC(CC(C3)C1)C2.[NH2:32][C:33]1[CH:38]=[CH:37][N:36]=[CH:35][CH:34]=1.[CH2:48]1[CH2:53][CH2:52][CH:51](N=C=N[CH:48]2[CH2:53][CH2:52][CH2:51][CH2:50][CH2:49]2)[CH2:50][CH2:49]1. No catalyst specified. The product is [C:20]12([C:21]3[CH:26]=[C:25]([C:52]4[CH:53]=[C:48]5[C:49](=[CH:50][CH:51]=4)[CH:26]=[C:21]([C:22]([NH:32][C:33]4[CH:38]=[CH:37][N:36]=[CH:35][CH:34]=4)=[O:27])[CH:20]=[CH:11]5)[CH:24]=[CH:23][C:22]=3[O:27][CH3:28])[CH2:17][CH:16]3[CH2:29][CH:12]([CH2:13][CH:14]([CH2:15]3)[CH2:19]1)[CH2:11]2. The yield is 0.540.